From a dataset of CYP2D6 inhibition data for predicting drug metabolism from PubChem BioAssay. Regression/Classification. Given a drug SMILES string, predict its absorption, distribution, metabolism, or excretion properties. Task type varies by dataset: regression for continuous measurements (e.g., permeability, clearance, half-life) or binary classification for categorical outcomes (e.g., BBB penetration, CYP inhibition). Dataset: cyp2d6_veith. (1) The molecule is Cn1cccc1C(=O)N1CCC2(CC1)CN(c1ccncc1)C2. The result is 0 (non-inhibitor). (2) The compound is C[C@@]12CC[C@@H]3[C@H](CC[C@H]4C[C@@H](O)CC[C@]43C)[C@@]1(O)CC[C@@H]2C1=CC(=O)OC1. The result is 0 (non-inhibitor). (3) The compound is O=C(O)c1cccnc1Nc1cccc(C(F)(F)F)c1. The result is 0 (non-inhibitor). (4) The molecule is CCOC(=O)CCN1C(=O)[C@H]2CC[C@H]3/C(=N\OC[C@@H](O)COCc4ccco4)C[C@@H](O)[C@@H](O)[C@@H]3[C@@H]2C1=O. The result is 0 (non-inhibitor). (5) The drug is COCCN=C1Sc2nc3c(C)cccc3cc2CN1Cc1ccco1. The result is 1 (inhibitor). (6) The molecule is CCCc1nnc(SCC(=O)N2C(C)CCCC2C)n1CCCOC. The result is 0 (non-inhibitor).